This data is from Reaction yield outcomes from USPTO patents with 853,638 reactions. The task is: Predict the reaction yield, written as a fraction of the theoretical maximum amount of product (1.0 means a 100% yield; for example, 0.34 means a 34% yield). (1) The reactants are ClC1C=C(C=CC=1)C(OO)=[O:6].[CH2:12]([O:19][C:20](=[O:36])[NH:21][CH2:22][CH2:23][CH2:24][CH2:25][C:26]1[CH:31]=[CH:30][C:29]([O:32][CH2:33][CH:34]=[CH2:35])=[CH:28][CH:27]=1)[C:13]1[CH:18]=[CH:17][CH:16]=[CH:15][CH:14]=1. The catalyst is C(Cl)Cl. The product is [CH2:12]([O:19][C:20](=[O:36])[NH:21][CH2:22][CH2:23][CH2:24][CH2:25][C:26]1[CH:31]=[CH:30][C:29]([O:32][CH2:33][CH:34]2[CH2:35][O:6]2)=[CH:28][CH:27]=1)[C:13]1[CH:18]=[CH:17][CH:16]=[CH:15][CH:14]=1. The yield is 0.720. (2) The reactants are [CH:1]([O:4][C:5]1[CH:10]=[CH:9][C:8]([C:11]([N:13]2[CH2:18][CH2:17][C:16]3([CH2:23][NH:22][CH2:21][CH:20]([C:24]4[CH:29]=[CH:28][CH:27]=[CH:26][CH:25]=4)[O:19]3)[CH2:15][CH2:14]2)=[O:12])=[CH:7][C:6]=1[CH3:30])([CH3:3])[CH3:2].IC.[CH2:33](N(CC)CC)C.C(Cl)[Cl:41]. No catalyst specified. The product is [ClH:41].[CH:1]([O:4][C:5]1[CH:10]=[CH:9][C:8]([C:11]([N:13]2[CH2:14][CH2:15][C:16]3([CH2:23][N:22]([CH3:33])[CH2:21][CH:20]([C:24]4[CH:29]=[CH:28][CH:27]=[CH:26][CH:25]=4)[O:19]3)[CH2:17][CH2:18]2)=[O:12])=[CH:7][C:6]=1[CH3:30])([CH3:3])[CH3:2]. The yield is 0.540.